From a dataset of Peptide-MHC class II binding affinity with 134,281 pairs from IEDB. Regression. Given a peptide amino acid sequence and an MHC pseudo amino acid sequence, predict their binding affinity value. This is MHC class II binding data. (1) The peptide sequence is INEPAAAAIAYGLDR. The MHC is HLA-DQA10501-DQB10301 with pseudo-sequence HLA-DQA10501-DQB10301. The binding affinity (normalized) is 0.745. (2) The peptide sequence is GVTLIGESVKTQFNY. The MHC is DRB1_0101 with pseudo-sequence DRB1_0101. The binding affinity (normalized) is 0.850.